Dataset: Catalyst prediction with 721,799 reactions and 888 catalyst types from USPTO. Task: Predict which catalyst facilitates the given reaction. Reactant: [Cl:1]C(OC(Cl)C)=O.C1(C[N:15]2[CH2:20][CH2:19][N:18]([C:21]3[S:22][CH:23]=[C:24]([C:26]([O:28][CH3:29])=[O:27])[N:25]=3)[CH2:17][CH2:16]2)C=CC=CC=1. Product: [ClH:1].[N:18]1([C:21]2[S:22][CH:23]=[C:24]([C:26]([O:28][CH3:29])=[O:27])[N:25]=2)[CH2:19][CH2:20][NH:15][CH2:16][CH2:17]1. The catalyst class is: 26.